This data is from Reaction yield outcomes from USPTO patents with 853,638 reactions. The task is: Predict the reaction yield, written as a fraction of the theoretical maximum amount of product (1.0 means a 100% yield; for example, 0.34 means a 34% yield). (1) The reactants are [CH3:1][C:2]1[CH:9]=[CH:8][C:5]([CH2:6][NH2:7])=[CH:4][CH:3]=1.ClC(Cl)(O[C:14](=[O:20])OC(Cl)(Cl)Cl)Cl.[N-:22]=[C:23]=O.[CH3:25][N:26]([CH:28]=[O:29])C. The catalyst is CCOC(C)=O. The product is [CH3:1][C:2]1[CH:9]=[CH:8][C:5]([CH2:6][NH:7][C:28]([NH:26][C:25]2[C:23]3[NH:22][C:14](=[O:20])[NH:7][C:6]=3[CH:5]=[CH:4][CH:3]=2)=[O:29])=[CH:4][CH:3]=1. The yield is 0.170. (2) The reactants are [CH:1]1[C:14]2[C:5](=[N:6][CH:7]=[C:8]3[C:13]=2[CH:12]=[CH:11][CH:10]=[CH:9]3)[CH:4]=[CH:3][CH:2]=1.[Br:15][CH2:16][CH2:17]Br.[K+].[Br-]. No catalyst specified. The product is [Br-:15].[Br:15][CH2:16][CH2:17][C:1]1[C:14]2[C:5](=[NH+:6][CH:7]=[C:8]3[C:13]=2[CH:12]=[CH:11][CH:10]=[CH:9]3)[CH:4]=[CH:3][CH:2]=1. The yield is 0.950.